Dataset: Forward reaction prediction with 1.9M reactions from USPTO patents (1976-2016). Task: Predict the product of the given reaction. (1) Given the reactants [C:1]([O:8][CH3:9])(=[O:7])[CH2:2][C:3]([O:5][CH3:6])=[O:4].[H-].[Na+].Br[CH:13]([C:15]1[CH:20]=[CH:19][CH:18]=[C:17]([C:21]([F:24])([F:23])[F:22])[CH:16]=1)[CH3:14].CCOCC, predict the reaction product. The product is: [F:22][C:21]([F:23])([F:24])[C:17]1[CH:16]=[C:15]([CH:13]([CH:2]([C:1]([O:8][CH3:9])=[O:7])[C:3]([O:5][CH3:6])=[O:4])[CH3:14])[CH:20]=[CH:19][CH:18]=1. (2) Given the reactants [N:1]1([C:7]([O:9][C:10]([CH3:13])([CH3:12])[CH3:11])=[O:8])[CH2:6][CH2:5][NH:4][CH2:3][CH2:2]1.[CH:14](N(C(C)C)CC)([CH3:16])[CH3:15].C(Br)C#C, predict the reaction product. The product is: [CH2:16]([N:4]1[CH2:5][CH2:6][N:1]([C:7]([O:9][C:10]([CH3:13])([CH3:12])[CH3:11])=[O:8])[CH2:2][CH2:3]1)[C:14]#[CH:15]. (3) Given the reactants [C:1]([C:4]1[CH:5]=[C:6]([CH:11]=[CH:12][C:13]=1[OH:14])[C:7]([O:9][CH3:10])=[O:8])(=[O:3])[CH3:2].N1C=CC=CC=1.[Br:21]Br.Cl, predict the reaction product. The product is: [C:1]([C:4]1[CH:5]=[C:6]([CH:11]=[C:12]([Br:21])[C:13]=1[OH:14])[C:7]([O:9][CH3:10])=[O:8])(=[O:3])[CH3:2]. (4) Given the reactants [CH2:1](N(CC)CC)C.[Br:8][C:9]1[C:14]2[N:15]([CH2:18][C:19]([OH:21])=[O:20])[CH:16]=[N:17][C:13]=2[CH:12]=[CH:11][CH:10]=1, predict the reaction product. The product is: [Br:8][C:9]1[C:14]2[N:15]([CH2:18][C:19]([O:21][CH3:1])=[O:20])[CH:16]=[N:17][C:13]=2[CH:12]=[CH:11][CH:10]=1. (5) Given the reactants [CH3:1][S:2]([C:5]1[CH:10]=[CH:9][C:8]([C:11]2[CH:12]=[CH:13][C:14]([O:17][CH2:18][CH:19]3[CH2:24][CH2:23][NH:22][CH2:21][CH2:20]3)=[N:15][CH:16]=2)=[CH:7][CH:6]=1)(=[O:4])=[O:3].[F:25][C:26]([F:35])([F:34])[C:27]([OH:33])([CH3:32])[CH2:28][C:29](O)=[O:30], predict the reaction product. The product is: [F:25][C:26]([F:35])([F:34])[C:27]([CH3:32])([OH:33])[CH2:28][C:29]([N:22]1[CH2:23][CH2:24][CH:19]([CH2:18][O:17][C:14]2[CH:13]=[CH:12][C:11]([C:8]3[CH:9]=[CH:10][C:5]([S:2]([CH3:1])(=[O:3])=[O:4])=[CH:6][CH:7]=3)=[CH:16][N:15]=2)[CH2:20][CH2:21]1)=[O:30].